The task is: Predict the product of the given reaction.. This data is from Forward reaction prediction with 1.9M reactions from USPTO patents (1976-2016). (1) Given the reactants C[O:2][C:3]([C:5]1[CH:10]=[CH:9][C:8]([C:11]2[CH:16]=[C:15]([Cl:17])[C:14]([CH2:18][N:19]3[CH2:23][CH2:22][CH:21]([CH:24]4[CH2:29][CH2:28][CH:27]([O:30][Si:31]([C:44]([CH3:47])([CH3:46])[CH3:45])([C:38]5[CH:43]=[CH:42][CH:41]=[CH:40][CH:39]=5)[C:32]5[CH:37]=[CH:36][CH:35]=[CH:34][CH:33]=5)[CH2:26][CH2:25]4)[C:20]3=[O:48])=[C:13]([Cl:49])[CH:12]=2)=[CH:7][CH:6]=1)=[O:4].[Li+].[OH-], predict the reaction product. The product is: [C:44]([Si:31]([C:32]1[CH:37]=[CH:36][CH:35]=[CH:34][CH:33]=1)([C:38]1[CH:43]=[CH:42][CH:41]=[CH:40][CH:39]=1)[O:30][CH:27]1[CH2:28][CH2:29][CH:24]([CH:21]2[CH2:22][CH2:23][N:19]([CH2:18][C:14]3[C:15]([Cl:17])=[CH:16][C:11]([C:8]4[CH:7]=[CH:6][C:5]([C:3]([OH:4])=[O:2])=[CH:10][CH:9]=4)=[CH:12][C:13]=3[Cl:49])[C:20]2=[O:48])[CH2:25][CH2:26]1)([CH3:47])([CH3:45])[CH3:46]. (2) Given the reactants C(=O)([O-])[O-].[K+].[K+].[CH2:7](Br)[C:8]#[CH:9].[Br:11][C:12]1[CH:17]=[C:16]([F:18])[C:15]([F:19])=[CH:14][C:13]=1[OH:20].[F-].[Cs+].CN(C)C1C=CC=CC=1.Cl, predict the reaction product. The product is: [Br:11][C:12]1[C:13]2[O:20][C:8]([CH3:9])=[CH:7][C:14]=2[C:15]([F:19])=[C:16]([F:18])[CH:17]=1. (3) Given the reactants [C:1]([C:4](=[CH:10]N(C)C)[C:5]([O:7][CH2:8][CH3:9])=[O:6])(=O)[CH3:2].C(N(CC)CC)C.Cl.[Cl:22][C:23]1[CH:28]=[CH:27][C:26]([NH:29][NH2:30])=[CH:25][CH:24]=1, predict the reaction product. The product is: [CH2:8]([O:7][C:5]([C:4]1[CH:10]=[N:30][N:29]([C:26]2[CH:27]=[CH:28][C:23]([Cl:22])=[CH:24][CH:25]=2)[C:1]=1[CH3:2])=[O:6])[CH3:9]. (4) Given the reactants [CH3:1][C:2]1[C:3]2[C:8]([C:9]3[CH:10]=[CH:11][CH:12]=[CH:13][C:14]=3[CH:15]=1)=[CH:7][CH:6]=[CH:5][CH:4]=2.C1C(=O)N([Br:23])C(=O)C1, predict the reaction product. The product is: [Br:23][CH2:1][C:2]1[C:3]2[C:8]([C:9]3[CH:10]=[CH:11][CH:12]=[CH:13][C:14]=3[CH:15]=1)=[CH:7][CH:6]=[CH:5][CH:4]=2.